Dataset: Reaction yield outcomes from USPTO patents with 853,638 reactions. Task: Predict the reaction yield, written as a fraction of the theoretical maximum amount of product (1.0 means a 100% yield; for example, 0.34 means a 34% yield). (1) The reactants are [NH2:1][C:2]1[CH:10]=[CH:9][C:5]([C:6]([OH:8])=[O:7])=[CH:4][C:3]=1[N+:11]([O-:13])=[O:12].[CH2:14](O)[CH3:15]. The catalyst is S(=O)(=O)(O)O. The product is [NH2:1][C:2]1[CH:10]=[CH:9][C:5]([C:6]([O:8][CH2:14][CH3:15])=[O:7])=[CH:4][C:3]=1[N+:11]([O-:13])=[O:12]. The yield is 0.960. (2) The reactants are [CH3:1][S:2]([C:5]1[CH:10]=[CH:9][CH:8]=[CH:7][CH:6]=1)(=[O:4])=[O:3].C([Li])CCC.CN1CCCC1=O.[CH3:23][O:24][C:25](=O)[CH2:26][O:27]C. The catalyst is C1COCC1. The product is [C:5]1([S:2]([CH2:1][C:26](=[O:27])[CH2:25][O:24][CH3:23])(=[O:4])=[O:3])[CH:10]=[CH:9][CH:8]=[CH:7][CH:6]=1. The yield is 0.550. (3) The reactants are O=[C:2]1[C:11]2[C:10]([C:12]([O:14]C)=O)=[CH:9][CH:8]=[CH:7][C:6]=2[NH:5][CH:4]([C:16]2[CH:21]=[CH:20][N:19]=[CH:18][CH:17]=2)[CH:3]1[C:22]1[CH:27]=[CH:26][N:25]=[CH:24][CH:23]=1.O=C1C2C(C(OCC)=O)=CC=CC=2NC(C2C=CN=CC=2)C1C1C=CN=CC=1.O.[NH2:57][NH2:58]. No catalyst specified. The product is [N:19]1[CH:20]=[CH:21][C:16]([CH:4]2[NH:5][C:6]3[C:11]4[C:2](=[N:57][NH:58][C:12](=[O:14])[C:10]=4[CH:9]=[CH:8][CH:7]=3)[CH:3]2[C:22]2[CH:23]=[CH:24][N:25]=[CH:26][CH:27]=2)=[CH:17][CH:18]=1. The yield is 0.680. (4) The reactants are Cl.[NH2:2][OH:3].C[O-].[Na+].[OH:7][C@H:8]([CH3:31])[C@H:9]([NH:14][C:15]([C:17]1[CH:22]=[CH:21][C:20]([C:23]([C:25]2[CH:30]=[CH:29][CH:28]=[CH:27][CH:26]=2)=[O:24])=[CH:19][CH:18]=1)=[O:16])[C:10](OC)=[O:11].Cl. The catalyst is CO. The product is [C:23]([C:20]1[CH:21]=[CH:22][C:17]([C:15]([NH:14][C@H:9]([C:10]([NH:2][OH:3])=[O:11])[C@H:8]([OH:7])[CH3:31])=[O:16])=[CH:18][CH:19]=1)(=[O:24])[C:25]1[CH:30]=[CH:29][CH:28]=[CH:27][CH:26]=1. The yield is 0.430. (5) The reactants are [F:1][C:2]1[CH:7]=[C:6]([F:8])[CH:5]=[CH:4][C:3]=1[C:9](=[O:21])[CH2:10][C:11](SC1C=CC(Cl)=CC=1)=[NH:12].[NH2:22][C:23]1[CH:28]=[CH:27][C:26]([CH2:29][CH2:30][OH:31])=[CH:25][CH:24]=1.[C:32](O)(=[O:34])[CH3:33]. The catalyst is C([O-])(O)=O.[Na+]. The product is [C:32]([O:31][CH2:30][CH2:29][C:26]1[CH:27]=[CH:28][C:23]([NH:22][C:11](=[NH:12])[CH2:10][C:9]([C:3]2[CH:4]=[CH:5][C:6]([F:8])=[CH:7][C:2]=2[F:1])=[O:21])=[CH:24][CH:25]=1)(=[O:34])[CH3:33]. The yield is 0.920. (6) The reactants are [N:1]1([C:10](=[O:32])/[CH:11]=[CH:12]/[C@@H:13]([NH:16][C:17]([C@@H:19]2[CH2:23][C@H:22]([F:24])[CH2:21][N:20]2C(OC(C)(C)C)=O)=[O:18])[CH2:14][CH3:15])[C:9]2[C:4](=[CH:5][CH:6]=[CH:7][CH:8]=2)[CH2:3][CH2:2]1.[C:33]([OH:39])([C:35]([F:38])([F:37])[F:36])=[O:34]. The catalyst is C(Cl)Cl. The product is [F:36][C:35]([F:38])([F:37])[C:33]([OH:39])=[O:34].[N:1]1([C:10](=[O:32])/[CH:11]=[CH:12]/[C@@H:13]([NH:16][C:17](=[O:18])[C@@H:19]2[CH2:23][C@H:22]([F:24])[CH2:21][NH:20]2)[CH2:14][CH3:15])[C:9]2[C:4](=[CH:5][CH:6]=[CH:7][CH:8]=2)[CH2:3][CH2:2]1. The yield is 0.580. (7) The catalyst is ClCCl. The reactants are Cl[C:2](Cl)([O:4]C(=O)OC(Cl)(Cl)Cl)Cl.[Br:13][C:14]1[CH:20]=[C:19]([Cl:21])[CH:18]=[CH:17][C:15]=1[NH2:16].C(N(CC)C(C)C)(C)C.[C:31]([N:38]1[CH2:43][CH2:42][NH:41][CH2:40][CH2:39]1)([O:33][C:34]([CH3:37])([CH3:36])[CH3:35])=[O:32]. The product is [C:31]([N:38]1[CH2:39][CH2:40][N:41]([C:2]([NH:16][C:15]2[CH:17]=[CH:18][C:19]([Cl:21])=[CH:20][C:14]=2[Br:13])=[O:4])[CH2:42][CH2:43]1)([O:33][C:34]([CH3:37])([CH3:36])[CH3:35])=[O:32]. The yield is 0.710. (8) The reactants are C(OC([N:8]1[C:12]2=[N:13][C:14]([N:17]3[CH2:22][CH2:21][CH:20]([N:23]([CH3:25])[CH3:24])[CH2:19][CH2:18]3)=[CH:15][CH:16]=[C:11]2[N:10]=[CH:9]1)=O)(C)(C)C.C[O:27][C:28](=O)[C:29]1[CH:34]=[CH:33][N:32]=[C:31]([Br:35])[CH:30]=1.[Li+].CC([N-]C(C)C)C. No catalyst specified. The product is [CH3:25][N:23]([CH3:24])[CH:20]1[CH2:19][CH2:18][N:17]([C:14]2[N:13]=[C:12]3[NH:8][C:9]([C:28]([C:29]4[CH:34]=[CH:33][N:32]=[C:31]([Br:35])[CH:30]=4)=[O:27])=[N:10][C:11]3=[CH:16][CH:15]=2)[CH2:22][CH2:21]1. The yield is 0.400.